Dataset: Aqueous solubility values for 9,982 compounds from the AqSolDB database. Task: Regression/Classification. Given a drug SMILES string, predict its absorption, distribution, metabolism, or excretion properties. Task type varies by dataset: regression for continuous measurements (e.g., permeability, clearance, half-life) or binary classification for categorical outcomes (e.g., BBB penetration, CYP inhibition). For this dataset (solubility_aqsoldb), we predict Y. The molecule is CN(C)CCCN1c2ccccc2Sc2ccccc21. The Y is -4.30 log mol/L.